Dataset: Full USPTO retrosynthesis dataset with 1.9M reactions from patents (1976-2016). Task: Predict the reactants needed to synthesize the given product. (1) Given the product [C:14]([C:13]([C:16]#[N:17])=[C:2]([C:4]1[CH:5]=[CH:6][C:7]([N+:10]([O-:12])=[O:11])=[CH:8][CH:9]=1)[CH3:1])#[N:15], predict the reactants needed to synthesize it. The reactants are: [CH3:1][C:2]([C:4]1[CH:9]=[CH:8][C:7]([N+:10]([O-:12])=[O:11])=[CH:6][CH:5]=1)=O.[CH2:13]([C:16]#[N:17])[C:14]#[N:15].C(O)(=O)C.C([O-])(=O)C.[NH4+]. (2) Given the product [CH:1]([O:4][C:5](=[O:21])[NH:6][C@@H:7]1[CH2:20][C:10]2[N:11]([CH2:32][C:31]3[CH:34]=[CH:35][CH:36]=[CH:37][C:30]=3[O:29][CH3:28])[C:12]3[CH:13]=[CH:14][C:15]([C:18]#[N:19])=[CH:16][C:17]=3[C:9]=2[CH2:8]1)([CH3:3])[CH3:2], predict the reactants needed to synthesize it. The reactants are: [CH:1]([O:4][C:5](=[O:21])[NH:6][C@@H:7]1[CH2:20][C:10]2[NH:11][C:12]3[CH:13]=[CH:14][C:15]([C:18]#[N:19])=[CH:16][C:17]=3[C:9]=2[CH2:8]1)([CH3:3])[CH3:2].C(=O)([O-])[O-].[Cs+].[Cs+].[CH3:28][O:29][C:30]1[CH:37]=[CH:36][CH:35]=[CH:34][C:31]=1[CH2:32]Cl.